From a dataset of Catalyst prediction with 721,799 reactions and 888 catalyst types from USPTO. Predict which catalyst facilitates the given reaction. (1) Reactant: C1N=CN([C:6](N2C=NC=C2)=[O:7])C=1.[F:13][C:14]([F:19])([F:18])[C@@H:15]([NH2:17])[CH3:16].[F:20][C:21]([F:40])([F:39])[C:22]1[CH:27]=[CH:26][C:25]([C:28]2([NH2:38])[C:33]3=[N:34][CH:35]=[CH:36][CH:37]=[C:32]3[O:31][CH2:30][CH2:29]2)=[CH:24][CH:23]=1.CCN(C(C)C)C(C)C.CN([CH:53]=[O:54])C. Product: [F:13][C:14]([F:19])([F:18])[C:53]([OH:54])=[O:31].[F:40][C:21]([F:20])([F:39])[C:22]1[CH:23]=[CH:24][C:25]([C@:28]2([NH:38][C:6]([NH:17][C@@H:15]([CH3:16])[C:14]([F:19])([F:18])[F:13])=[O:7])[C:33]3=[N:34][CH:35]=[CH:36][CH:37]=[C:32]3[O:31][CH2:30][CH2:29]2)=[CH:26][CH:27]=1. The catalyst class is: 2. (2) Reactant: B(Br)(Br)Br.C[O:6][C:7]1[CH:12]=[CH:11][C:10]([C:13]([F:16])([F:15])[F:14])=[CH:9][C:8]=1[C:17]1[CH:22]=[CH:21][N:20]=[CH:19][CH:18]=1.CCCCCC.CCOC(C)=O. Product: [N:20]1[CH:21]=[CH:22][C:17]([C:8]2[CH:9]=[C:10]([C:13]([F:15])([F:16])[F:14])[CH:11]=[CH:12][C:7]=2[OH:6])=[CH:18][CH:19]=1. The catalyst class is: 2. (3) Reactant: [CH3:1][C:2]1[CH:3]=[C:4]([OH:9])[CH:5]=[C:6]([CH3:8])[CH:7]=1.[H-].[Na+].I[CH3:13]. Product: [CH3:13][O:9][C:4]1[CH:5]=[C:6]([CH3:8])[CH:7]=[C:2]([CH3:1])[CH:3]=1. The catalyst class is: 7. (4) Product: [CH2:1]([N:8]1[CH2:13][CH2:12][CH:11]([NH:24][CH3:23])[CH2:10][CH2:9]1)[C:2]1[CH:7]=[CH:6][CH:5]=[CH:4][CH:3]=1. The catalyst class is: 5. Reactant: [CH2:1]([N:8]1[CH2:13][CH2:12][C:11](=O)[CH2:10][CH2:9]1)[C:2]1[CH:7]=[CH:6][CH:5]=[CH:4][CH:3]=1.CC(O)=O.CN.Cl.[BH3-][C:23]#[N:24].[Na+].